Regression. Given two drug SMILES strings and cell line genomic features, predict the synergy score measuring deviation from expected non-interaction effect. From a dataset of NCI-60 drug combinations with 297,098 pairs across 59 cell lines. (1) Drug 1: C1=NC2=C(N1)C(=S)N=C(N2)N. Drug 2: COC1=C2C(=CC3=C1OC=C3)C=CC(=O)O2. Cell line: HOP-62. Synergy scores: CSS=33.6, Synergy_ZIP=-0.0492, Synergy_Bliss=-1.89, Synergy_Loewe=-12.3, Synergy_HSA=-0.328. (2) Drug 1: CNC(=O)C1=NC=CC(=C1)OC2=CC=C(C=C2)NC(=O)NC3=CC(=C(C=C3)Cl)C(F)(F)F. Drug 2: CC1C(C(CC(O1)OC2CC(CC3=C2C(=C4C(=C3O)C(=O)C5=C(C4=O)C(=CC=C5)OC)O)(C(=O)CO)O)N)O.Cl. Cell line: SR. Synergy scores: CSS=61.9, Synergy_ZIP=-2.64, Synergy_Bliss=-4.09, Synergy_Loewe=-2.06, Synergy_HSA=-0.862. (3) Drug 1: C1CCN(CC1)CCOC2=CC=C(C=C2)C(=O)C3=C(SC4=C3C=CC(=C4)O)C5=CC=C(C=C5)O. Drug 2: CN(CCCl)CCCl.Cl. Cell line: UACC-257. Synergy scores: CSS=-0.306, Synergy_ZIP=0.827, Synergy_Bliss=1.88, Synergy_Loewe=-0.550, Synergy_HSA=-0.377. (4) Drug 1: C1=C(C(=O)NC(=O)N1)N(CCCl)CCCl. Drug 2: CNC(=O)C1=NC=CC(=C1)OC2=CC=C(C=C2)NC(=O)NC3=CC(=C(C=C3)Cl)C(F)(F)F. Cell line: A549. Synergy scores: CSS=57.0, Synergy_ZIP=1.85, Synergy_Bliss=3.97, Synergy_Loewe=0.246, Synergy_HSA=5.68. (5) Drug 1: CCCS(=O)(=O)NC1=C(C(=C(C=C1)F)C(=O)C2=CNC3=C2C=C(C=N3)C4=CC=C(C=C4)Cl)F. Drug 2: C1CN(P(=O)(OC1)NCCCl)CCCl. Cell line: OVCAR-5. Synergy scores: CSS=-6.67, Synergy_ZIP=2.40, Synergy_Bliss=-0.935, Synergy_Loewe=-6.13, Synergy_HSA=-6.69. (6) Drug 1: C1=CC(=CC=C1CC(C(=O)O)N)N(CCCl)CCCl.Cl. Drug 2: C1C(C(OC1N2C=NC3=C(N=C(N=C32)Cl)N)CO)O. Cell line: SR. Synergy scores: CSS=45.8, Synergy_ZIP=-4.99, Synergy_Bliss=-3.67, Synergy_Loewe=-3.04, Synergy_HSA=-1.01. (7) Drug 1: CC12CCC(CC1=CCC3C2CCC4(C3CC=C4C5=CN=CC=C5)C)O. Drug 2: CNC(=O)C1=CC=CC=C1SC2=CC3=C(C=C2)C(=NN3)C=CC4=CC=CC=N4. Cell line: SK-MEL-28. Synergy scores: CSS=4.25, Synergy_ZIP=2.39, Synergy_Bliss=7.00, Synergy_Loewe=2.55, Synergy_HSA=3.13.